This data is from Forward reaction prediction with 1.9M reactions from USPTO patents (1976-2016). The task is: Predict the product of the given reaction. (1) Given the reactants Cl.[N:2]12C[CH:6]3[CH2:7][CH:8]([CH2:10][CH:4]([C@@H:5]3[OH:12])C1)[CH2:9]2.[O:13]1C2(CCC(=O)CC2)O[CH2:15][CH2:14]1.CC1C=CC(S(C[N+]#[C-])(=O)=O)=CC=1, predict the reaction product. The product is: [O:12]1[C:5]2([CH2:4][CH2:10][CH:8]([C:9]#[N:2])[CH2:7][CH2:6]2)[O:13][CH2:14][CH2:15]1. (2) Given the reactants [Cl:1][C:2]1[CH:7]=[CH:6][C:5]([O:8][C:9]2[CH:16]=[CH:15][C:12]([CH:13]=[O:14])=[CH:11][CH:10]=2)=[CH:4][C:3]=1[C:17]([F:20])([F:19])[F:18].[BH4-].[Na+], predict the reaction product. The product is: [Cl:1][C:2]1[CH:7]=[CH:6][C:5]([O:8][C:9]2[CH:16]=[CH:15][C:12]([CH2:13][OH:14])=[CH:11][CH:10]=2)=[CH:4][C:3]=1[C:17]([F:18])([F:19])[F:20]. (3) Given the reactants Br[CH2:2][CH2:3][CH2:4][CH2:5][CH2:6][N:7]1C(=O)C2=CC=CC=C2C1=O.[C:18]1([OH:24])[CH:23]=[CH:22][CH:21]=[CH:20][CH:19]=1, predict the reaction product. The product is: [O:24]([CH2:2][CH2:3][CH2:4][CH2:5][CH2:6][NH2:7])[C:18]1[CH:23]=[CH:22][CH:21]=[CH:20][CH:19]=1. (4) Given the reactants Br[C:2]1[O:6][C:5]([CH2:7][O:8][C:9]2[C:10]([F:19])=[C:11]([C:15]([F:18])=[CH:16][CH:17]=2)[C:12]([NH2:14])=[O:13])=[N:4][C:3]=1[C:20]1[CH:25]=[CH:24][C:23]([O:26][CH3:27])=[CH:22][CH:21]=1.O.[OH-].[Na+], predict the reaction product. The product is: [F:19][C:10]1[C:9]([O:8][CH2:7][C:5]2[O:6][CH:2]=[C:3]([C:20]3[CH:25]=[CH:24][C:23]([O:26][CH3:27])=[CH:22][CH:21]=3)[N:4]=2)=[CH:17][CH:16]=[C:15]([F:18])[C:11]=1[C:12]([NH2:14])=[O:13]. (5) Given the reactants Cl[C:2]([O:4][CH2:5][C:6]1[CH:11]=[CH:10][CH:9]=[CH:8][CH:7]=1)=[O:3].[F:12][C:13]1[CH:14]=[C:15]([CH:28]=[CH:29][CH:30]=1)[CH2:16][CH2:17][NH:18][CH2:19][CH2:20][C:21]([O:23][C:24]([CH3:27])([CH3:26])[CH3:25])=[O:22].C(N(CC)CC)C, predict the reaction product. The product is: [CH2:5]([O:4][C:2]([N:18]([CH2:17][CH2:16][C:15]1[CH:28]=[CH:29][CH:30]=[C:13]([F:12])[CH:14]=1)[CH2:19][CH2:20][C:21]([O:23][C:24]([CH3:27])([CH3:25])[CH3:26])=[O:22])=[O:3])[C:6]1[CH:11]=[CH:10][CH:9]=[CH:8][CH:7]=1. (6) Given the reactants O([C:9]([O:11][C:12]([CH3:15])(C)C)=[O:10])[C:9]([O:11][C:12](C)(C)[CH3:15])=[O:10].[CH2:16](N(CC)CC)[CH3:17].CS([O-])(=O)=O.[CH2:28]([O:30][C:31]([C:33]1[CH:34]=[C:35]([C:53]2[CH:58]=[CH:57][C:56]([CH:59]3[CH2:64][CH2:63][NH2+:62][CH2:61][CH2:60]3)=[CH:55][CH:54]=2)[C:36]2[C:41]([CH:42]=1)=[CH:40][C:39]([C:43]1[CH:48]=[CH:47][C:46]([C:49]([F:52])([F:51])[F:50])=[CH:45][CH:44]=1)=[CH:38][CH:37]=2)=[O:32])[CH3:29], predict the reaction product. The product is: [CH2:28]([O:30][C:31]([C:33]1[CH:34]=[C:35]([C:53]2[CH:58]=[CH:57][C:56]([CH:59]3[CH2:60][CH2:61][N:62]([C:9]([O:11][CH2:12][CH2:15][CH2:16][CH3:17])=[O:10])[CH2:63][CH2:64]3)=[CH:55][CH:54]=2)[C:36]2[C:41]([CH:42]=1)=[CH:40][C:39]([C:43]1[CH:44]=[CH:45][C:46]([C:49]([F:51])([F:50])[F:52])=[CH:47][CH:48]=1)=[CH:38][CH:37]=2)=[O:32])[CH3:29]. (7) Given the reactants [NH2:1][C:2]1[CH:10]=[CH:9][C:8]([Br:11])=[CH:7][C:3]=1[C:4](O)=[O:5].[CH3:12][N:13]=[C:14]=[S:15], predict the reaction product. The product is: [Br:11][C:8]1[CH:7]=[C:3]2[C:2](=[CH:10][CH:9]=1)[NH:1][C:14](=[S:15])[N:13]([CH3:12])[C:4]2=[O:5].